This data is from Reaction yield outcomes from USPTO patents with 853,638 reactions. The task is: Predict the reaction yield, written as a fraction of the theoretical maximum amount of product (1.0 means a 100% yield; for example, 0.34 means a 34% yield). (1) The reactants are Cl[C:2]1[C:7]([C:8]#[N:9])=[CH:6][N:5]=[C:4]2[C:10]3[CH:16]=[CH:15][CH:14]=[CH:13][C:11]=3[S:12][C:3]=12.C(OCCO)C.[Cl:23][C:24]1[CH:30]=[CH:29][C:27]([NH2:28])=[C:26]([F:31])[CH:25]=1.Cl.N1C=CC=CC=1. No catalyst specified. The product is [Cl:23][C:24]1[CH:30]=[CH:29][C:27]([NH:28][C:2]2[C:7]([C:8]#[N:9])=[CH:6][N:5]=[C:4]3[C:10]4[CH:16]=[CH:15][CH:14]=[CH:13][C:11]=4[S:12][C:3]=23)=[C:26]([F:31])[CH:25]=1. The yield is 0.660. (2) The reactants are Cl[C:2]1[CH:7]=[CH:6][C:5]([C:8]2[S:9][C:10]3[N:11]=[CH:12][N:13]=[CH:14][C:15]=3[N:16]=2)=[CH:4][C:3]=1[C:17]#[N:18].[F:19][C:20]1[CH:25]=[CH:24][CH:23]=[CH:22][C:21]=1[OH:26].[H-].[Na+].O. The catalyst is CS(C)=O. The product is [C:17]([C:3]1[CH:4]=[C:5]([C:8]2[S:9][C:10]3[N:11]=[CH:12][N:13]=[CH:14][C:15]=3[N:16]=2)[CH:6]=[CH:7][C:2]=1[O:26][C:21]1[CH:22]=[CH:23][CH:24]=[CH:25][C:20]=1[F:19])#[N:18]. The yield is 0.800.